This data is from Catalyst prediction with 721,799 reactions and 888 catalyst types from USPTO. The task is: Predict which catalyst facilitates the given reaction. (1) Reactant: Br[C:2]1[N:7]=[C:6]2[N:8]([CH2:13][CH2:14][O:15][CH3:16])[C:9](=[O:12])[CH2:10][NH:11][C:5]2=[N:4][CH:3]=1.C[Sn](C)(C)[C:19]1[CH:20]=[CH:21][C:22]([C:25]([OH:28])([CH3:27])[CH3:26])=[N:23][CH:24]=1. Product: [OH:28][C:25]([C:22]1[N:23]=[CH:24][C:19]([C:2]2[N:7]=[C:6]3[N:8]([CH2:13][CH2:14][O:15][CH3:16])[C:9](=[O:12])[CH2:10][NH:11][C:5]3=[N:4][CH:3]=2)=[CH:20][CH:21]=1)([CH3:27])[CH3:26]. The catalyst class is: 558. (2) Reactant: Cl[C:2]1[N:7]=[C:6]([C:8]2[S:9][CH:10]=[CH:11][CH:12]=2)[CH:5]=[CH:4][N:3]=1.[NH:13]1[CH2:18][CH2:17][NH:16][CH2:15][CH2:14]1. Product: [N:13]1([C:2]2[N:7]=[C:6]([C:8]3[S:9][CH:10]=[CH:11][CH:12]=3)[CH:5]=[CH:4][N:3]=2)[CH2:18][CH2:17][NH:16][CH2:15][CH2:14]1. The catalyst class is: 41. (3) Reactant: C(OC([N:8]1[CH:13]2[CH2:14][CH2:15][CH:9]1[CH2:10][C:11]([F:22])([C:16]1[CH:21]=[CH:20][CH:19]=[CH:18][N:17]=1)[CH2:12]2)=O)(C)(C)C. Product: [F:22][C:11]1([C:16]2[CH:21]=[CH:20][CH:19]=[CH:18][N:17]=2)[CH2:10][CH:9]2[NH:8][CH:13]([CH2:14][CH2:15]2)[CH2:12]1. The catalyst class is: 157. (4) Reactant: [N+:1]([C:4]1[C:8]([C:9]2[CH:14]=[C:13]([C:15]([F:18])([F:17])[F:16])[CH:12]=[CH:11][C:10]=2[OH:19])=[CH:7][N:6]([CH:20]2[CH2:25][CH2:24][CH2:23][CH2:22][O:21]2)[N:5]=1)([O-:3])=[O:2].C(=O)([O-])[O-].[K+].[K+].[Cl:32][C:33]1[C:34](F)=[CH:35][C:36]([F:59])=[C:37]([S:39]([N:42]([CH2:48][C:49]2[CH:54]=[CH:53][C:52]([O:55][CH3:56])=[CH:51][C:50]=2[O:57][CH3:58])[C:43]2[S:44][CH:45]=[N:46][N:47]=2)(=[O:41])=[O:40])[CH:38]=1. Product: [Cl:32][C:33]1[C:34]([O:19][C:10]2[CH:11]=[CH:12][C:13]([C:15]([F:17])([F:18])[F:16])=[CH:14][C:9]=2[C:8]2[C:4]([N+:1]([O-:3])=[O:2])=[N:5][N:6]([CH:20]3[CH2:25][CH2:24][CH2:23][CH2:22][O:21]3)[CH:7]=2)=[CH:35][C:36]([F:59])=[C:37]([S:39]([N:42]([CH2:48][C:49]2[CH:54]=[CH:53][C:52]([O:55][CH3:56])=[CH:51][C:50]=2[O:57][CH3:58])[C:43]2[S:44][CH:45]=[N:46][N:47]=2)(=[O:40])=[O:41])[CH:38]=1. The catalyst class is: 148. (5) Reactant: [CH2:1]([NH:3][C:4](=[O:40])[NH:5][C:6]1[N:11]=[CH:10][C:9]([C:12]2[S:13][C:14]([C:23]([O:25]C)=O)=[C:15]([C:17]3[N:21]([CH3:22])[N:20]=[CH:19][N:18]=3)[N:16]=2)=[C:8]([C:27]2[S:28][CH:29]=[C:30]([C:32]3[CH:37]=[CH:36][CH:35]=[C:34]([O:38][CH3:39])[N:33]=3)[N:31]=2)[CH:7]=1)[CH3:2].[NH2:41][NH2:42]. Product: [CH2:1]([NH:3][C:4]([NH:5][C:6]1[CH:7]=[C:8]([C:27]2[S:28][CH:29]=[C:30]([C:32]3[CH:37]=[CH:36][CH:35]=[C:34]([O:38][CH3:39])[N:33]=3)[N:31]=2)[C:9]([C:12]2[S:13][C:14]([C:23]([NH:41][NH2:42])=[O:25])=[C:15]([C:17]3[N:21]([CH3:22])[N:20]=[CH:19][N:18]=3)[N:16]=2)=[CH:10][N:11]=1)=[O:40])[CH3:2]. The catalyst class is: 8. (6) Reactant: [Cl:1][C:2]1[CH:3]=[N:4][CH:5]=[CH:6][CH:7]=1.C([N-]C(C)C)(C)C.[Li+].C([Li])CCC.C(NC(C)C)(C)C.[C:28](=[O:30])=[O:29]. Product: [Cl:1][C:2]1[CH:3]=[N:4][CH:5]=[CH:6][C:7]=1[C:28]([OH:30])=[O:29]. The catalyst class is: 1.